This data is from Reaction yield outcomes from USPTO patents with 853,638 reactions. The task is: Predict the reaction yield, written as a fraction of the theoretical maximum amount of product (1.0 means a 100% yield; for example, 0.34 means a 34% yield). The reactants are [Br:1][C:2]1[C:7]([N+:8]([O-])=O)=[CH:6][CH:5]=[CH:4][C:3]=1[O:11][CH3:12].C([O-])([O-])=O.[Na+].[Na+]. The catalyst is C(O)(=O)C.C(O)C.O.[Fe]. The product is [Br:1][C:2]1[C:3]([O:11][CH3:12])=[CH:4][CH:5]=[CH:6][C:7]=1[NH2:8]. The yield is 0.910.